Dataset: Reaction yield outcomes from USPTO patents with 853,638 reactions. Task: Predict the reaction yield, written as a fraction of the theoretical maximum amount of product (1.0 means a 100% yield; for example, 0.34 means a 34% yield). (1) The reactants are Cl[C:2]1[CH:3]=[C:4]([C:26]([O:28][CH2:29][CH3:30])=[O:27])[C:5]2[C:10]([CH3:11])=[N:9][N:8]([CH2:12][C:13]3[CH:18]=[CH:17][C:16]([O:19][C:20]4[CH:25]=[CH:24][CH:23]=[CH:22][CH:21]=4)=[CH:15][CH:14]=3)[C:6]=2[N:7]=1.[NH2:31][CH2:32][C:33]1[O:34][CH:35]=[CH:36][CH:37]=1.CC(O)C. The catalyst is O. The product is [O:34]1[CH:35]=[CH:36][CH:37]=[C:33]1[CH2:32][NH:31][C:2]1[CH:3]=[C:4]([C:26]([O:28][CH2:29][CH3:30])=[O:27])[C:5]2[C:10]([CH3:11])=[N:9][N:8]([CH2:12][C:13]3[CH:14]=[CH:15][C:16]([O:19][C:20]4[CH:25]=[CH:24][CH:23]=[CH:22][CH:21]=4)=[CH:17][CH:18]=3)[C:6]=2[N:7]=1. The yield is 0.300. (2) The reactants are [N:1]1[CH:6]=[CH:5][CH:4]=[CH:3][C:2]=1[CH2:7][NH:8][C:9]([NH2:11])=[S:10].[C:12]([CH2:14][C:15](OCC)=[O:16])#[N:13].[O-]CC.[Na+].[Na].S(=O)(=O)(O)O. The catalyst is C(O)C.O. The product is [NH2:13][C:12]1[N:8]([CH2:7][C:2]2[CH:3]=[CH:4][CH:5]=[CH:6][N:1]=2)[C:9](=[S:10])[NH:11][C:15](=[O:16])[CH:14]=1. The yield is 0.960. (3) The catalyst is CO. The yield is 0.110. The reactants are [CH:1]1([N:7]([CH3:36])[C:8]2[C:9]([CH3:35])=[C:10]([CH:24]=[C:25]([C:27]3[CH:28]=[N:29][C:30]([CH:33]=O)=[CH:31][CH:32]=3)[CH:26]=2)[C:11]([NH:13][CH2:14][C:15]2[C:16](=[O:23])[NH:17][C:18]([CH3:22])=[CH:19][C:20]=2[CH3:21])=[O:12])[CH2:6][CH2:5][CH2:4][CH2:3][CH2:2]1.[CH3:37][NH:38][CH3:39].C(O)(=O)C.C([BH3-])#N.[Na+]. The product is [CH:1]1([N:7]([CH3:36])[C:8]2[C:9]([CH3:35])=[C:10]([CH:24]=[C:25]([C:27]3[CH:28]=[N:29][C:30]([CH2:33][N:38]([CH3:39])[CH3:37])=[CH:31][CH:32]=3)[CH:26]=2)[C:11]([NH:13][CH2:14][C:15]2[C:16](=[O:23])[NH:17][C:18]([CH3:22])=[CH:19][C:20]=2[CH3:21])=[O:12])[CH2:2][CH2:3][CH2:4][CH2:5][CH2:6]1. (4) The yield is 0.980. The catalyst is [Pd].C1COCC1. The product is [CH3:20][O:21][CH2:22][O:23][CH2:7][CH2:6][NH:3][S:15]([C:12]1[CH:13]=[CH:14][C:9]([I:8])=[CH:10][CH:11]=1)(=[O:17])=[O:16]. The reactants are C([N:3]([CH2:6][CH3:7])CC)C.[I:8][C:9]1[CH:14]=[CH:13][C:12]([S:15](Cl)(=[O:17])=[O:16])=[CH:11][CH:10]=1.C[CH2:20][O:21][C:22](C)=[O:23].C(O)(=O)CC(CC(O)=O)(C(O)=O)O. (5) The product is [CH:1]1([CH2:6][C:7]2[CH:8]=[C:9]([OH:15])[C:10]([OH:13])=[CH:11][CH:12]=2)[CH2:2][CH2:3][CH2:4][CH2:5]1. The yield is 0.970. The catalyst is Br.C(O)(=O)C. The reactants are [CH:1]1([CH2:6][C:7]2[CH:12]=[CH:11][C:10]([O:13]C)=[C:9]([O:15]C)[CH:8]=2)[CH2:5][CH2:4][CH2:3][CH2:2]1.